From a dataset of Retrosynthesis with 50K atom-mapped reactions and 10 reaction types from USPTO. Predict the reactants needed to synthesize the given product. (1) Given the product C[C@H](c1ccccc1)N1CCO[C@@H](c2ccc(Br)cc2)C1, predict the reactants needed to synthesize it. The reactants are: C[C@H](c1ccccc1)N1C[C@H](c2ccc(Br)cc2)OCC1=O. (2) Given the product Cc1c(C)c(C=O)c2ncccc2c1C, predict the reactants needed to synthesize it. The reactants are: Cc1c(C)c(Br)c2ncccc2c1C.O=C([O-])[O-]. (3) Given the product O=C(O)[C@@H]1C[C@H]1c1ccc(F)cc1Br, predict the reactants needed to synthesize it. The reactants are: COC(=O)[C@@H]1C[C@H]1c1ccc(F)cc1Br. (4) Given the product COCCc1nc2c(N)nc3ccccc3c2n1CCCNC(=O)c1ccccc1, predict the reactants needed to synthesize it. The reactants are: COCCc1nc2c(N)nc3ccccc3c2n1CCCN.O=C(Cl)c1ccccc1. (5) Given the product NNC(=O)c1cc(Oc2cccc(C(F)(F)F)c2)cc(Oc2cccc(C(F)(F)F)c2)c1, predict the reactants needed to synthesize it. The reactants are: COC(=O)c1cc(Oc2cccc(C(F)(F)F)c2)cc(Oc2cccc(C(F)(F)F)c2)c1.NN. (6) Given the product COc1ccccc1N1CCN(C[C@@H](Cc2ccccn2)NC(=O)C2CCCCC2)CC1, predict the reactants needed to synthesize it. The reactants are: COc1ccccc1N1CCN(C[C@H](N)Cc2ccccn2)CC1.O=C(Cl)C1CCCCC1.